Task: Binary Classification. Given a drug SMILES string, predict its activity (active/inactive) in a high-throughput screening assay against a specified biological target.. Dataset: HIV replication inhibition screening data with 41,000+ compounds from the AIDS Antiviral Screen (1) The compound is CCCCOC(=O)C(=O)C(CCC(=O)c1ccc(C)cc1)C(=O)C=C(C)C. The result is 0 (inactive). (2) The result is 0 (inactive). The compound is O=C1C[N+]23CC(=O)[OH+][Zr]2456([OH+]1)([OH+]C(=O)C3)[OH+]C(=O)C[N+]4(CC(=O)[OH+]5)CC(=O)[OH+]6.[K+]. (3) The compound is O=C1c2ccccc2Sc2ccccc2N1C(=O)C1CC1. The result is 1 (active).